Dataset: Full USPTO retrosynthesis dataset with 1.9M reactions from patents (1976-2016). Task: Predict the reactants needed to synthesize the given product. Given the product [Br:23][CH:13]([CH2:14][CH2:15][CH:16]1[CH2:17][CH2:18][CH2:19][CH2:20][CH2:21]1)[C:12]([C:4]1[CH:5]=[C:6]([O:10][CH3:11])[C:7]([CH3:9])=[CH:8][C:3]=1[O:2][CH3:1])=[O:22], predict the reactants needed to synthesize it. The reactants are: [CH3:1][O:2][C:3]1[CH:8]=[C:7]([CH3:9])[C:6]([O:10][CH3:11])=[CH:5][C:4]=1[C:12](=[O:22])[CH2:13][CH2:14][CH2:15][CH:16]1[CH2:21][CH2:20][CH2:19][CH2:18][CH2:17]1.[Br:23]Br.O.